This data is from Forward reaction prediction with 1.9M reactions from USPTO patents (1976-2016). The task is: Predict the product of the given reaction. The product is: [F:39][C:38]([F:41])([F:40])[C:36]([OH:42])=[O:37].[CH:10]12[CH:11]([CH2:14][N:15]([C:23]3[CH:28]=[CH:27][C:26]([N:29]4[CH2:34][CH2:33][O:32][CH2:31][CH2:30]4)=[C:25]([F:35])[CH:24]=3)[C:16]([C:18]3[S:19][CH:20]=[CH:21][CH:22]=3)=[O:17])[CH:12]1[CH2:13][NH:8][CH2:9]2. Given the reactants C(OC([N:8]1[CH2:13][CH:12]2[CH:10]([CH:11]2[CH2:14][N:15]([C:23]2[CH:28]=[CH:27][C:26]([N:29]3[CH2:34][CH2:33][O:32][CH2:31][CH2:30]3)=[C:25]([F:35])[CH:24]=2)[C:16]([C:18]2[S:19][CH:20]=[CH:21][CH:22]=2)=[O:17])[CH2:9]1)=O)(C)(C)C.[C:36]([OH:42])([C:38]([F:41])([F:40])[F:39])=[O:37], predict the reaction product.